This data is from Catalyst prediction with 721,799 reactions and 888 catalyst types from USPTO. The task is: Predict which catalyst facilitates the given reaction. (1) Reactant: [F:1][C:2]1[CH:3]=[CH:4][C:5]2[N:6]([C:8]([CH2:18][C:19](=[N:21][OH:22])[NH2:20])=[C:9]([C:11]3[CH:16]=[CH:15][C:14]([F:17])=[CH:13][CH:12]=3)[N:10]=2)[CH:7]=1.C(N(CC)CC)C.[C:30](Cl)(=O)[O:31]C1C=CC=CC=1. Product: [F:1][C:2]1[CH:3]=[CH:4][C:5]2[N:6]([C:8]([CH2:18][C:19]3[NH:20][C:30](=[O:31])[O:22][N:21]=3)=[C:9]([C:11]3[CH:12]=[CH:13][C:14]([F:17])=[CH:15][CH:16]=3)[N:10]=2)[CH:7]=1. The catalyst class is: 22. (2) Reactant: C([O:3][C:4]([C:6]1[S:7][C:8]([CH3:14])=[C:9]([CH2:11][C:12]#[N:13])[CH:10]=1)=[O:5])C.C(=O)(O)[O-].[Na+]. Product: [C:12]([CH2:11][C:9]1[CH:10]=[C:6]([C:4]([OH:5])=[O:3])[S:7][C:8]=1[CH3:14])#[N:13]. The catalyst class is: 88. (3) Product: [OH:3][C:4]1[CH:24]=[CH:23][C:7]([CH2:8][CH:9]2[CH2:10][CH2:11][N:12]([C:15]3[CH:16]=[CH:17][C:18]([OH:21])=[CH:19][CH:20]=3)[CH2:13][CH2:14]2)=[CH:6][CH:5]=1. Reactant: Br.C[O:3][C:4]1[CH:24]=[CH:23][C:7]([CH2:8][CH:9]2[CH2:14][CH2:13][N:12]([C:15]3[CH:20]=[CH:19][C:18]([O:21]C)=[CH:17][CH:16]=3)[CH2:11][CH2:10]2)=[CH:6][CH:5]=1.[OH-].[Na+].C(=O)([O-])O.[Na+]. The catalyst class is: 6. (4) Reactant: [N:1]1[CH:6]=[CH:5][CH:4]=[C:3]([N:7]2[CH2:15][CH2:14][C:9]3([NH:13][CH2:12][CH2:11][CH2:10]3)[CH2:8]2)[CH:2]=1.[ClH:16].O1CCOCC1.C(O)C. Product: [ClH:16].[ClH:16].[N:1]1[CH:6]=[CH:5][CH:4]=[C:3]([N:7]2[CH2:15][CH2:14][C:9]3([NH:13][CH2:12][CH2:11][CH2:10]3)[CH2:8]2)[CH:2]=1. The catalyst class is: 32. (5) Reactant: C(O[C:4](=[O:15])[CH:5]([C:12](=O)[CH3:13])[CH2:6][C:7]([O:9]CC)=[O:8])C.[F:16][C:17]1[CH:18]=[C:19]([CH:23]=[CH:24][C:25]=1[O:26][CH3:27])[C:20](=[NH:22])[NH2:21].[O-]CC.[Na+]. Product: [F:16][C:17]1[CH:18]=[C:19]([C:20]2[N:21]=[C:4]([OH:15])[C:5]([CH2:6][C:7]([OH:9])=[O:8])=[C:12]([CH3:13])[N:22]=2)[CH:23]=[CH:24][C:25]=1[O:26][CH3:27]. The catalyst class is: 12.